Dataset: Catalyst prediction with 721,799 reactions and 888 catalyst types from USPTO. Task: Predict which catalyst facilitates the given reaction. (1) Reactant: Cl.[NH2:2][C@@H:3]([C:18]1[CH:23]=[CH:22][C:21]([F:24])=[C:20]([F:25])[CH:19]=1)[CH2:4][CH2:5][CH:6]1[C:11](=[O:12])[N:10]([CH:13]([CH3:15])[CH3:14])[C:9](=[O:16])[NH:8][C:7]1=O.P(Cl)(Cl)(Cl)=O.C(=O)([O-])[O-].[K+].[K+]. Product: [F:25][C:20]1[CH:19]=[C:18]([C@@H:3]2[NH:2][C:7]3[NH:8][C:9](=[O:16])[N:10]([CH:13]([CH3:15])[CH3:14])[C:11](=[O:12])[C:6]=3[CH2:5][CH2:4]2)[CH:23]=[CH:22][C:21]=1[F:24]. The catalyst class is: 51. (2) Reactant: [NH2:1][C:2]1[N:7]([NH2:8])[C:6](=[O:9])[CH:5]=[C:4]([CH3:10])[N:3]=1.CC[O-].[Na+].[Na].[F:16][C:17]([F:24])([CH3:23])[C:18](OCC)=O. Product: [F:16][C:17]([C:23]1[N:1]=[C:2]2[N:3]=[C:4]([CH3:10])[CH:5]=[C:6]([OH:9])[N:7]2[N:8]=1)([F:24])[CH3:18]. The catalyst class is: 8. (3) Reactant: FC(F)(F)C(O)=O.[CH:8]1([CH:12]([OH:24])[C:13]2[CH:23]=[CH:22][C:16]([C:17]([O:19][CH2:20][CH3:21])=[O:18])=[CH:15][CH:14]=2)[CH2:11][CH2:10][CH2:9]1.CC(OI1(OC(C)=O)(OC(C)=O)OC(=O)C2C=CC=CC1=2)=O. Product: [CH:8]1([C:12]([C:13]2[CH:14]=[CH:15][C:16]([C:17]([O:19][CH2:20][CH3:21])=[O:18])=[CH:22][CH:23]=2)=[O:24])[CH2:11][CH2:10][CH2:9]1. The catalyst class is: 4. (4) Reactant: [F:1][C:2]1[CH:7]=[CH:6][C:5]([NH:8][C:9]2[CH2:14][C:13]([C:15]([O:17]C)=[O:16])=[C:12]([NH:19][C:20]3[CH:25]=[CH:24][C:23]([F:26])=[CH:22][CH:21]=3)[CH2:11][C:10]=2[C:27]([O:29]C)=[O:28])=[CH:4][CH:3]=1.[Na].[N+](C1C=C(S(O)(=O)=O)C=CC=1)([O-])=O.[OH-].[Na+].Cl. Product: [F:1][C:2]1[CH:3]=[CH:4][C:5]([NH:8][C:9]2[CH:14]=[C:13]([C:15]([OH:17])=[O:16])[C:12]([NH:19][C:20]3[CH:25]=[CH:24][C:23]([F:26])=[CH:22][CH:21]=3)=[CH:11][C:10]=2[C:27]([OH:29])=[O:28])=[CH:6][CH:7]=1. The catalyst class is: 97. (5) Reactant: [CH2:1]([N:3]1[CH:7]=[C:6]([C:8]2[CH:13]=[CH:12][N:11]=[C:10]3[N:14](S(C4C=CC=CC=4)(=O)=O)[C:15]([C:17]4[CH2:18][CH2:19][N:20]([C:23]([O:25][C:26]([CH3:29])([CH3:28])[CH3:27])=[O:24])[CH2:21][CH:22]=4)=[CH:16][C:9]=23)[C:5]([C:39]2[CH:44]=[CH:43][C:42]([NH:45][C:46]([NH:48][C:49]3[CH:54]=[CH:53][CH:52]=[CH:51][CH:50]=3)=[O:47])=[CH:41][CH:40]=2)=[N:4]1)[CH3:2].[OH-].[Na+]. Product: [CH2:1]([N:3]1[CH:7]=[C:6]([C:8]2[CH:13]=[CH:12][N:11]=[C:10]3[NH:14][C:15]([C:17]4[CH2:18][CH2:19][N:20]([C:23]([O:25][C:26]([CH3:29])([CH3:28])[CH3:27])=[O:24])[CH2:21][CH:22]=4)=[CH:16][C:9]=23)[C:5]([C:39]2[CH:40]=[CH:41][C:42]([NH:45][C:46]([NH:48][C:49]3[CH:50]=[CH:51][CH:52]=[CH:53][CH:54]=3)=[O:47])=[CH:43][CH:44]=2)=[N:4]1)[CH3:2]. The catalyst class is: 5. (6) Reactant: [C:1]([O:5][C:6]([N:8]1[CH2:13][CH2:12][N:11]2[C:14]([Br:27])=[C:15]([C:20]3[CH:25]=[CH:24][CH:23]=[C:22]([F:26])[CH:21]=3)[C:16]([C:17](O)=[O:18])=[C:10]2[CH2:9]1)=[O:7])([CH3:4])([CH3:3])[CH3:2].C([N:30]1[CH:34]=[CH:33][N:32]=[CH:31]1)([N:30]1[CH:34]=[CH:33][N:32]=[CH:31]1)=O. Product: [Br:27][C:14]1[N:11]2[CH2:12][CH2:13][N:8]([C:6]([O:5][C:1]([CH3:4])([CH3:3])[CH3:2])=[O:7])[CH2:9][C:10]2=[C:16]([C:17]([N:30]2[CH:34]=[CH:33][N:32]=[CH:31]2)=[O:18])[C:15]=1[C:20]1[CH:25]=[CH:24][CH:23]=[C:22]([F:26])[CH:21]=1. The catalyst class is: 30. (7) Reactant: Cl[C:2]1[CH:3]=[CH:4][N:5]2[C:10]([C:11]=1[CH3:12])=[C:9]([CH:13]1[CH2:15][CH2:14]1)[CH:8]=[C:7]([C:16]([O:18][CH2:19][CH3:20])=[O:17])[C:6]2=[O:21].[F:22][C:23]1[CH:28]=[CH:27][C:26](B(O)O)=[CH:25][CH:24]=1.C([O-])([O-])=O.[Na+].[Na+]. Product: [F:22][C:23]1[CH:28]=[CH:27][C:26]([C:2]2[CH:3]=[CH:4][N:5]3[C:10]([C:11]=2[CH3:12])=[C:9]([CH:13]2[CH2:15][CH2:14]2)[CH:8]=[C:7]([C:16]([O:18][CH2:19][CH3:20])=[O:17])[C:6]3=[O:21])=[CH:25][CH:24]=1. The catalyst class is: 516.